From a dataset of Forward reaction prediction with 1.9M reactions from USPTO patents (1976-2016). Predict the product of the given reaction. (1) Given the reactants Cl[C:2]1[C:7]([CH3:8])=[C:6]([N:9]([C:17]2[CH:22]=[CH:21][C:20]([O:23][CH2:24][CH3:25])=[C:19]([N+:26]([O-:28])=[O:27])[CH:18]=2)[C:10](=[O:16])[O:11][C:12]([CH3:15])([CH3:14])[CH3:13])[N:5]2[N:29]=[CH:30][CH:31]=[C:4]2[N:3]=1.[NH2:32][CH:33]1[CH2:38][CH2:37][CH2:36][N:35]([C:39]([O:41][C:42]([CH3:45])([CH3:44])[CH3:43])=[O:40])[CH2:34]1, predict the reaction product. The product is: [C:12]([O:11][C:10]([N:9]([C:17]1[CH:22]=[CH:21][C:20]([O:23][CH2:24][CH3:25])=[C:19]([N+:26]([O-:28])=[O:27])[CH:18]=1)[C:6]1[N:5]2[N:29]=[CH:30][CH:31]=[C:4]2[N:3]=[C:2]([NH:32][CH:33]2[CH2:38][CH2:37][CH2:36][N:35]([C:39]([O:41][C:42]([CH3:45])([CH3:44])[CH3:43])=[O:40])[CH2:34]2)[C:7]=1[CH3:8])=[O:16])([CH3:15])([CH3:14])[CH3:13]. (2) Given the reactants C[O:2][C:3]1[CH:18]=[CH:17][C:16]([CH3:19])=[CH:15][C:4]=1[O:5][CH2:6][CH2:7][CH2:8][N:9]1[CH2:14][CH2:13][O:12][CH2:11][CH2:10]1, predict the reaction product. The product is: [CH3:19][C:16]1[CH:17]=[CH:18][C:3]([OH:2])=[C:4]([O:5][CH2:6][CH2:7][CH2:8][N:9]2[CH2:10][CH2:11][O:12][CH2:13][CH2:14]2)[CH:15]=1. (3) Given the reactants C([O:3][C:4]([C:6]1[C:7]([CH3:20])=[N:8][C:9]([NH:12][C:13]2[CH:18]=[CH:17][C:16]([Br:19])=[CH:15][CH:14]=2)=[N:10][CH:11]=1)=O)C.CC(C[AlH]CC(C)C)C, predict the reaction product. The product is: [Br:19][C:16]1[CH:15]=[CH:14][C:13]([NH:12][C:9]2[N:8]=[C:7]([CH3:20])[C:6]([CH2:4][OH:3])=[CH:11][N:10]=2)=[CH:18][CH:17]=1. (4) Given the reactants [CH3:1][C:2]1[CH:7]=[C:6]([CH3:8])[N:5]=[C:4]([N:9]2[C@@H:16]3[C@@H:11]([CH2:12][CH2:13][N:14]([C:17]([C:19]4[CH:24]=[C:23]([F:25])[CH:22]=[CH:21][C:20]=4[C:26]4[NH:30][N:29]=[CH:28][CH:27]=4)=[O:18])[CH2:15]3)[CH2:10]2)[N:3]=1.[H-].[Na+].[CH3:33]I.O, predict the reaction product. The product is: [CH3:1][C:2]1[CH:7]=[C:6]([CH3:8])[N:5]=[C:4]([N:9]2[C@@H:16]3[C@@H:11]([CH2:12][CH2:13][N:14]([C:17]([C:19]4[CH:24]=[C:23]([F:25])[CH:22]=[CH:21][C:20]=4[C:26]4[CH:27]=[CH:28][N:29]([CH3:33])[N:30]=4)=[O:18])[CH2:15]3)[CH2:10]2)[N:3]=1. (5) Given the reactants [NH2:1][C:2]1[CH:7]=[CH:6][CH:5]=[CH:4][CH:3]=1.[NH2:8][C:9]1[CH:14]=[CH:13][CH:12]=[CH:11][N:10]=1, predict the reaction product. The product is: [C:2]1([N:1]=[N:8][C:9]2[CH:14]=[CH:13][CH:12]=[CH:11][N:10]=2)[CH:7]=[CH:6][CH:5]=[CH:4][CH:3]=1. (6) Given the reactants [Si:1]([O:8][CH2:9][C@H:10]1[N:15]([C:16]([O:18][C:19]([CH3:22])([CH3:21])[CH3:20])=[O:17])[CH2:14][C@@H:13]([CH2:23][O:24][C:25]2[C:30]([N+:31]([O-])=O)=[CH:29][CH:28]=[CH:27][C:26]=2[F:34])[O:12][CH2:11]1)([C:4]([CH3:7])([CH3:6])[CH3:5])([CH3:3])[CH3:2].[H][H], predict the reaction product. The product is: [NH2:31][C:30]1[CH:29]=[CH:28][CH:27]=[C:26]([F:34])[C:25]=1[O:24][CH2:23][C@H:13]1[O:12][CH2:11][C@@H:10]([CH2:9][O:8][Si:1]([C:4]([CH3:5])([CH3:6])[CH3:7])([CH3:3])[CH3:2])[N:15]([C:16]([O:18][C:19]([CH3:20])([CH3:21])[CH3:22])=[O:17])[CH2:14]1. (7) Given the reactants [Li].[Br:2][C:3]1[CH:8]=[C:7]([F:9])[CH:6]=[CH:5][C:4]=1[C@@H:10]1[C:15]([C:16]([O:18][C@H:19](C)[C:20](OC(C)C)=O)=[O:17])=[C:14]([CH2:27][N:28]2[CH2:33][CH2:32][O:31][CH2:30][CH2:29]2)[NH:13][C:12]([C:34]2[S:35][CH:36]=[CH:37][N:38]=2)=[N:11]1, predict the reaction product. The product is: [Br:2][C:3]1[CH:8]=[C:7]([F:9])[CH:6]=[CH:5][C:4]=1[C@H:10]1[C:15]([C:16]([O:18][CH2:19][CH3:20])=[O:17])=[C:14]([CH2:27][N:28]2[CH2:29][CH2:30][O:31][CH2:32][CH2:33]2)[NH:13][C:12]([C:34]2[S:35][CH:36]=[CH:37][N:38]=2)=[N:11]1.